From a dataset of Forward reaction prediction with 1.9M reactions from USPTO patents (1976-2016). Predict the product of the given reaction. (1) Given the reactants [CH:1]1([O:7][C:8]2[N:13]=[C:12]([C@H:14]([OH:18])[CH2:15][C:16]#[N:17])[CH:11]=[CH:10][CH:9]=2)[CH2:6][CH2:5][CH2:4][CH2:3][CH2:2]1.N.CO.C(Cl)Cl, predict the reaction product. The product is: [NH2:17][CH2:16][CH2:15][C@H:14]([C:12]1[CH:11]=[CH:10][CH:9]=[C:8]([O:7][CH:1]2[CH2:6][CH2:5][CH2:4][CH2:3][CH2:2]2)[N:13]=1)[OH:18]. (2) Given the reactants [I:1][C:2]1[N:3]=[C:4]([C@@H:7]2[CH2:11][CH2:10][CH2:9][N:8]2C(OC(C)(C)C)=O)[NH:5][CH:6]=1.[ClH:19], predict the reaction product. The product is: [ClH:19].[I:1][C:2]1[N:3]=[C:4]([C@@H:7]2[CH2:11][CH2:10][CH2:9][NH:8]2)[NH:5][CH:6]=1. (3) Given the reactants [H-].[Na+].[O:3]1[C:8]2[CH:9]=[CH:10][C:11]([OH:13])=[CH:12][C:7]=2[NH:6][CH2:5][CH2:4]1.[CH3:14][C:15]([Si:18](Cl)([CH3:20])[CH3:19])([CH3:17])[CH3:16], predict the reaction product. The product is: [C:15]([Si:18]([CH3:20])([CH3:19])[O:13][C:11]1[CH:10]=[CH:9][C:8]2[O:3][CH2:4][CH2:5][NH:6][C:7]=2[CH:12]=1)([CH3:17])([CH3:16])[CH3:14]. (4) Given the reactants [C:1]([O:4][C:5]1[CH:10]=[CH:9][C:8]([N:11]2[C:14](=[O:15])[C@H:13]([CH2:16][CH2:17][C@H:18]([O:26][C:27](=[O:29])[CH3:28])[C:19]3[CH:24]=[CH:23][C:22]([F:25])=[CH:21][CH:20]=3)[C@H:12]2[C:30]2[CH:35]=[CH:34][C:33]([C:36]3[CH:41]=[CH:40][C:39](Br)=[CH:38][CH:37]=3)=[CH:32][C:31]=2[O:43][CH2:44][C:45]2[CH:50]=[CH:49][CH:48]=[CH:47][CH:46]=2)=[CH:7][CH:6]=1)(=[O:3])[CH3:2].[CH2:51](N(CC)CC)C.[C:58]([CH:60]([C:71]([O:73][CH2:74][C:75]1[CH:80]=[CH:79][CH:78]=[CH:77][CH:76]=1)=[O:72])[C:61]([O:63][CH2:64][C:65]1[CH:70]=[CH:69][CH:68]=[CH:67][CH:66]=1)=[O:62])#[CH:59].Cl, predict the reaction product. The product is: [C:27]([O:26][C@H:18]([C:19]1[CH:24]=[CH:23][C:22]([F:25])=[CH:21][CH:20]=1)[CH2:17][CH2:16][C@H:13]1[C:14](=[O:15])[N:11]([C:8]2[CH:9]=[CH:10][C:5]([O:4][C:1](=[O:3])[CH3:2])=[CH:6][CH:7]=2)[C@@H:12]1[C:30]1[CH:35]=[CH:34][C:33]([C:36]2[CH:41]=[CH:40][C:39]([C:51]#[C:59][CH2:58][CH:60]([C:71]([O:73][CH2:74][C:75]3[CH:76]=[CH:77][CH:78]=[CH:79][CH:80]=3)=[O:72])[C:61]([O:63][CH2:64][C:65]3[CH:70]=[CH:69][CH:68]=[CH:67][CH:66]=3)=[O:62])=[CH:38][CH:37]=2)=[CH:32][C:31]=1[O:43][CH2:44][C:45]1[CH:50]=[CH:49][CH:48]=[CH:47][CH:46]=1)(=[O:29])[CH3:28]. (5) Given the reactants O[C:2]1([C:12]([O:14]CC)=[O:13])[C:6]2[C:7](=[O:11])[NH:8][CH2:9][CH2:10][C:5]=2[O:4][CH2:3]1.Cl, predict the reaction product. The product is: [O:11]=[C:7]1[C:6]2[C:2]([C:12]([OH:14])=[O:13])=[CH:3][O:4][C:5]=2[CH2:10][CH2:9][NH:8]1. (6) Given the reactants C(OC(=O)[NH:7][CH2:8][CH2:9][CH2:10][N:11]([CH2:16][C:17]1[CH:22]=[CH:21][CH:20]=[C:19]([C:23]2[CH:28]=[CH:27][N:26]=[C:25](Cl)[N:24]=2)[CH:18]=1)[S:12]([CH3:15])(=[O:14])=[O:13])(C)(C)C.[NH2:31][CH2:32][CH2:33][C:34]1[CH:39]=[CH:38][C:37]([S:40]([NH2:43])(=[O:42])=[O:41])=[CH:36][CH:35]=1, predict the reaction product. The product is: [NH2:7][CH2:8][CH2:9][CH2:10][N:11]([CH2:16][C:17]1[CH:18]=[C:19]([C:23]2[CH:28]=[CH:27][N:26]=[C:25]([NH:31][CH2:32][CH2:33][C:34]3[CH:35]=[CH:36][C:37]([S:40]([NH2:43])(=[O:41])=[O:42])=[CH:38][CH:39]=3)[N:24]=2)[CH:20]=[CH:21][CH:22]=1)[S:12]([CH3:15])(=[O:13])=[O:14]. (7) Given the reactants [Br:1][C:2]1[C:10]2[NH:9][C:8](=O)[N:7]([CH2:12][CH2:13][N:14]([CH3:16])[CH3:15])[C:6]=2[C:5]([CH:17]([CH2:20][CH3:21])[CH2:18][CH3:19])=[CH:4][CH:3]=1.P(Cl)(Cl)([Cl:24])=O.C(=O)([O-])O.[Na+], predict the reaction product. The product is: [Br:1][C:2]1[C:10]2[N:9]=[C:8]([Cl:24])[N:7]([CH2:12][CH2:13][N:14]([CH3:16])[CH3:15])[C:6]=2[C:5]([CH:17]([CH2:20][CH3:21])[CH2:18][CH3:19])=[CH:4][CH:3]=1.